Dataset: Reaction yield outcomes from USPTO patents with 853,638 reactions. Task: Predict the reaction yield, written as a fraction of the theoretical maximum amount of product (1.0 means a 100% yield; for example, 0.34 means a 34% yield). (1) The product is [NH2:1][CH2:4][C@@H:5]1[CH2:6][CH2:7][C@H:8]([C:11]([O:13][CH2:14][CH2:15][CH2:16][CH3:17])=[O:12])[CH2:9][CH2:10]1. The catalyst is [Pd].C(O)C.O. The reactants are [N:1]([CH2:4][C@@H:5]1[CH2:10][CH2:9][C@H:8]([C:11]([O:13][CH2:14][CH2:15][CH2:16][CH3:17])=[O:12])[CH2:7][CH2:6]1)=[N+]=[N-].Cl.[H][H]. The yield is 0.620. (2) The catalyst is C(O)C. The yield is 0.640. The product is [Cl:1][C:2]1[N:7]=[CH:6][C:5]([O:8][C:9]2[CH:10]=[C:11]([NH2:15])[CH:12]=[CH:13][CH:14]=2)=[CH:4][CH:3]=1. The reactants are [Cl:1][C:2]1[N:7]=[CH:6][C:5]([O:8][C:9]2[CH:10]=[C:11]([NH:15]C(=O)C)[CH:12]=[CH:13][CH:14]=2)=[CH:4][CH:3]=1.Cl.[OH-].[Na+]. (3) The reactants are Cl[C:2]1[CH:7]=[CH:6][N:5]=[C:4]2[CH:8]=[C:9]([S:11]([N:14]([O:16][CH3:17])[CH3:15])(=[O:13])=[O:12])[S:10][C:3]=12.[F:18][C:19]1[CH:24]=[C:23]([N+:25]([O-:27])=[O:26])[CH:22]=[CH:21][C:20]=1[OH:28].C([O-])([O-])=O.[K+].[K+]. The catalyst is C1(OC2C=CC=CC=2)C=CC=CC=1.C(Cl)Cl. The product is [F:18][C:19]1[CH:24]=[C:23]([N+:25]([O-:27])=[O:26])[CH:22]=[CH:21][C:20]=1[O:28][C:2]1[CH:7]=[CH:6][N:5]=[C:4]2[CH:8]=[C:9]([S:11]([N:14]([O:16][CH3:17])[CH3:15])(=[O:13])=[O:12])[S:10][C:3]=12. The yield is 0.400. (4) The reactants are [CH:1]1([CH2:7][CH:8]([OH:13])[CH2:9][CH2:10][CH:11]=[CH2:12])[CH2:6][CH2:5][CH2:4][CH2:3][CH2:2]1.C1C=C[NH+]=CC=1.[O-][Cr](Cl)(=O)=O.CCOCC. The catalyst is C(Cl)Cl. The product is [CH:1]1([CH2:7][C:8](=[O:13])[CH2:9][CH2:10][CH:11]=[CH2:12])[CH2:6][CH2:5][CH2:4][CH2:3][CH2:2]1. The yield is 0.730. (5) The reactants are [CH2:1]([O:8][C:9]([NH:11][CH2:12][CH2:13][CH2:14][O:15][N:16]1C(=O)C2=CC=CC=C2C1=O)=[O:10])[C:2]1[CH:7]=[CH:6][CH:5]=[CH:4][CH:3]=1.O1CCCC1.CN. The catalyst is C(O)C. The product is [CH2:1]([O:8][C:9]([NH:11][CH2:12][CH2:13][CH2:14][O:15][NH2:16])=[O:10])[C:2]1[CH:3]=[CH:4][CH:5]=[CH:6][CH:7]=1. The yield is 0.970.